From a dataset of Full USPTO retrosynthesis dataset with 1.9M reactions from patents (1976-2016). Predict the reactants needed to synthesize the given product. (1) Given the product [N:31]([CH:6]([Si:5]([CH2:1][CH2:2][CH:3]=[CH2:4])([CH3:18])[C:12]1[CH:17]=[CH:16][CH:15]=[CH:14][CH:13]=1)[CH2:7][CH:8]([CH3:10])[CH3:9])=[N+:32]=[N-:33], predict the reactants needed to synthesize it. The reactants are: [CH2:1]([Si:5]([CH3:18])([C:12]1[CH:17]=[CH:16][CH:15]=[CH:14][CH:13]=1)[CH:6](O)[CH2:7][CH:8]([CH3:10])[CH3:9])[CH2:2][CH:3]=[CH2:4].CCN(CC)CC.CS(Cl)(=O)=O.[N-:31]=[N+:32]=[N-:33].[Na+].C([Si](C1SCCCS1)(C1C=CC=CC=1)C1C=CC=CC=1)CC=C.CN(C(N=NC(N(C)C)=O)=O)C.[SiH3]O[SiH2]O[SiH3].Cl[SiH2]Cl. (2) Given the product [ClH:1].[NH2:9][CH2:10][CH2:11][C:12]([NH:14][CH2:15][C:16]1[CH:24]=[CH:23][CH:22]=[C:21]2[C:17]=1[C:18](=[O:34])[N:19]([CH:26]1[CH2:31][CH2:30][C:29](=[O:32])[NH:28][C:27]1=[O:33])[C:20]2=[O:25])=[O:13], predict the reactants needed to synthesize it. The reactants are: [ClH:1].C(OC([NH:9][CH2:10][CH2:11][C:12]([NH:14][CH2:15][C:16]1[CH:24]=[CH:23][CH:22]=[C:21]2[C:17]=1[C:18](=[O:34])[N:19]([CH:26]1[CH2:31][CH2:30][C:29](=[O:32])[NH:28][C:27]1=[O:33])[C:20]2=[O:25])=[O:13])=O)(C)(C)C.